Task: Regression. Given a peptide amino acid sequence and an MHC pseudo amino acid sequence, predict their binding affinity value. This is MHC class I binding data.. Dataset: Peptide-MHC class I binding affinity with 185,985 pairs from IEDB/IMGT (1) The peptide sequence is FIPISASDM. The MHC is HLA-A02:03 with pseudo-sequence HLA-A02:03. The binding affinity (normalized) is 0.273. (2) The peptide sequence is CTDKFSQLF. The MHC is HLA-A01:01 with pseudo-sequence HLA-A01:01. The binding affinity (normalized) is 0.584.